Dataset: Full USPTO retrosynthesis dataset with 1.9M reactions from patents (1976-2016). Task: Predict the reactants needed to synthesize the given product. (1) Given the product [CH2:19]([O:21][C:22]1[CH:27]=[CH:26][CH:25]=[CH:24][C:23]=1[N:28]1[CH2:29][CH2:30][N:31]([CH2:11][CH2:10][CH:9]([C:7]([CH:1]2[CH2:6][CH2:5][CH2:4][CH2:3][CH2:2]2)=[O:8])[C:13]2[CH:18]=[CH:17][CH:16]=[CH:15][CH:14]=2)[CH2:32][CH2:33]1)[CH3:20], predict the reactants needed to synthesize it. The reactants are: [CH:1]1([C:7]([CH:9]([C:13]2[CH:18]=[CH:17][CH:16]=[CH:15][CH:14]=2)[CH2:10][CH:11]=O)=[O:8])[CH2:6][CH2:5][CH2:4][CH2:3][CH2:2]1.[CH2:19]([O:21][C:22]1[CH:27]=[CH:26][CH:25]=[CH:24][C:23]=1[N:28]1[CH2:33][CH2:32][NH:31][CH2:30][CH2:29]1)[CH3:20].[Na]. (2) Given the product [Br:1][C:2]1[CH:3]=[N:4][CH:5]=[C:6]([C:8]2[N:10]=[N:11][NH:12][N:9]=2)[CH:7]=1, predict the reactants needed to synthesize it. The reactants are: [Br:1][C:2]1[CH:3]=[N:4][CH:5]=[C:6]([C:8]#[N:9])[CH:7]=1.[N-:10]=[N+:11]=[N-:12].[Na+].C(N(CC)CC)C. (3) Given the product [C:1]([O:5][C:6]([N:8]1[CH2:12][C@@H:11]([NH2:13])[C@H:10]([F:16])[C@H:9]1[C:17](=[O:28])[NH:18][CH2:19][C:20]1[CH:25]=[CH:24][CH:23]=[C:22]([Cl:26])[C:21]=1[F:27])=[O:7])([CH3:4])([CH3:2])[CH3:3], predict the reactants needed to synthesize it. The reactants are: [C:1]([O:5][C:6]([N:8]1[CH2:12][C@@H:11]([N:13]=[N+]=[N-])[C@H:10]([F:16])[C@H:9]1[C:17](=[O:28])[NH:18][CH2:19][C:20]1[CH:25]=[CH:24][CH:23]=[C:22]([Cl:26])[C:21]=1[F:27])=[O:7])([CH3:4])([CH3:3])[CH3:2].CP(C)C.O. (4) Given the product [C:3]([C:5]1[CH:10]=[CH:9][C:8]([N:11]([CH2:25][C:26]([F:29])([F:27])[F:28])[CH2:12][CH2:13][S:14][C:15]2[CH:16]=[CH:17][C:18]([N:21]([CH3:35])[C:22](=[O:24])[CH3:23])=[CH:19][CH:20]=2)=[CH:7][C:6]=1[C:30]([F:31])([F:33])[F:32])#[N:4], predict the reactants needed to synthesize it. The reactants are: [H-].[Na+].[C:3]([C:5]1[CH:10]=[CH:9][C:8]([N:11]([CH2:25][C:26]([F:29])([F:28])[F:27])[CH2:12][CH2:13][S:14][C:15]2[CH:20]=[CH:19][C:18]([NH:21][C:22](=[O:24])[CH3:23])=[CH:17][CH:16]=2)=[CH:7][C:6]=1[C:30]([F:33])([F:32])[F:31])#[N:4].I[CH3:35].